Dataset: Catalyst prediction with 721,799 reactions and 888 catalyst types from USPTO. Task: Predict which catalyst facilitates the given reaction. (1) Reactant: [F:1][C:2]1[CH:3]=[C:4]2[C:8](=[CH:9][CH:10]=1)[N:7]([CH2:11][C@H:12]1[CH2:21][N:16]3[CH2:17][CH2:18][NH:19][CH2:20][C@@H:15]3[CH2:14][CH2:13]1)[CH:6]=[CH:5]2.Cl[C:23]1[N:28]=[CH:27][C:26]([F:29])=[CH:25][N:24]=1.C(=O)([O-])[O-].[Na+].[Na+]. Product: [F:1][C:2]1[CH:3]=[C:4]2[C:8](=[CH:9][CH:10]=1)[N:7]([CH2:11][C@H:12]1[CH2:21][N:16]3[CH2:17][CH2:18][N:19]([C:23]4[N:28]=[CH:27][C:26]([F:29])=[CH:25][N:24]=4)[CH2:20][C@@H:15]3[CH2:14][CH2:13]1)[CH:6]=[CH:5]2. The catalyst class is: 6. (2) Reactant: [O:1]1[CH2:6][CH2:5][CH:4]([OH:7])[CH2:3][CH2:2]1.[C:8](Cl)(Cl)=[O:9].C1(C)C=CC=CC=1.N1C=CC=CC=1.[OH:25][NH:26][C:27](=[O:33])[O:28][C:29]([CH3:32])([CH3:31])[CH3:30]. Product: [C:29]([O:28][C:27]([NH:26][O:25][C:8]([O:7][CH:4]1[CH2:5][CH2:6][O:1][CH2:2][CH2:3]1)=[O:9])=[O:33])([CH3:32])([CH3:31])[CH3:30]. The catalyst class is: 165. (3) Reactant: [N:1]1([C:6]2[CH:7]=[C:8]([CH:14]=[CH:15][CH:16]=2)[C:9]([O:11]CC)=[O:10])[CH:5]=[N:4][N:3]=[N:2]1.[OH-].[Li+]. Product: [N:1]1([C:6]2[CH:7]=[C:8]([CH:14]=[CH:15][CH:16]=2)[C:9]([OH:11])=[O:10])[CH:5]=[N:4][N:3]=[N:2]1. The catalyst class is: 30. (4) Reactant: [BH3-]C#N.[Na+].[C:5]([C:8]1[CH:15]=[CH:14][C:11]([CH:12]=O)=[CH:10][CH:9]=1)(=[O:7])[CH3:6].[NH:16]1[CH2:21][CH2:20][O:19][CH2:18][CH2:17]1.CC(O)=O. Product: [N:16]1([CH2:12][C:11]2[CH:14]=[CH:15][C:8]([C:5](=[O:7])[CH3:6])=[CH:9][CH:10]=2)[CH2:21][CH2:20][O:19][CH2:18][CH2:17]1. The catalyst class is: 5. (5) Reactant: [CH2:1]([N:3]([O:21][CH3:22])[S:4]([C:7]1[C:15]2[O:14]C(C(C)(C)C)=[N:12][C:11]=2[CH:10]=[CH:9][C:8]=1[Cl:20])(=[O:6])=[O:5])[CH3:2].S(=O)(=O)(O)O.O. Product: [NH2:12][C:11]1[C:15]([OH:14])=[C:7]([S:4]([N:3]([O:21][CH3:22])[CH2:1][CH3:2])(=[O:6])=[O:5])[C:8]([Cl:20])=[CH:9][CH:10]=1. The catalyst class is: 12. (6) Reactant: Br[CH2:2][C:3]([C:5]1[S:6][C:7]([Cl:10])=[CH:8][CH:9]=1)=O.[C:11]([C:14]([O:16][CH2:17][CH3:18])=[O:15])(=[S:13])[NH2:12]. Product: [Cl:10][C:7]1[S:6][C:5]([C:3]2[N:12]=[C:11]([C:14]([O:16][CH2:17][CH3:18])=[O:15])[S:13][CH:2]=2)=[CH:9][CH:8]=1. The catalyst class is: 8. (7) Reactant: FC(F)(F)C(OC(=O)C(F)(F)F)=O.[NH2:14][C:15]1[N:16]=[C:17]([C:27]2[CH:32]=[CH:31][C:30]([CH3:33])=[CH:29][C:28]=2[CH3:34])[C:18]2[CH:23]=[C:22]([C:24]([NH2:26])=O)[S:21][C:19]=2[N:20]=1.O. Product: [NH2:14][C:15]1[N:16]=[C:17]([C:27]2[CH:32]=[CH:31][C:30]([CH3:33])=[CH:29][C:28]=2[CH3:34])[C:18]2[CH:23]=[C:22]([C:24]#[N:26])[S:21][C:19]=2[N:20]=1. The catalyst class is: 529. (8) Reactant: N(C(OC(C)(C)C)=O)=NC(OC(C)(C)C)=O.[F:17][C:18]1[CH:19]=[CH:20][C:21]([N+:25]([O-:27])=[O:26])=[C:22]([OH:24])[CH:23]=1.O[CH:29]1[CH2:34][CH2:33][N:32]([C:35]([O:37][C:38]([CH3:41])([CH3:40])[CH3:39])=[O:36])[CH2:31][CH2:30]1.C1(P(C2C=CC=CC=2)C2C=CC=CC=2)C=CC=CC=1. Product: [F:17][C:18]1[CH:19]=[CH:20][C:21]([N+:25]([O-:27])=[O:26])=[C:22]([CH:23]=1)[O:24][CH:29]1[CH2:34][CH2:33][N:32]([C:35]([O:37][C:38]([CH3:41])([CH3:40])[CH3:39])=[O:36])[CH2:31][CH2:30]1. The catalyst class is: 2.